This data is from Full USPTO retrosynthesis dataset with 1.9M reactions from patents (1976-2016). The task is: Predict the reactants needed to synthesize the given product. (1) Given the product [O:49]=[C:45]1[C:46]2[C:42](=[CH:41][C:40]([NH:39][C:2]3[N:7]=[C:6]([O:8][C:9]4[C:18]5[C:13](=[CH:14][CH:15]=[CH:16][CH:17]=5)[C:12]([NH:19][C:20]([NH:22][C:23]5[N:27]([C:28]6[CH:29]=[CH:30][C:31]([CH3:34])=[CH:32][CH:33]=6)[N:26]=[C:25]([Si:35]([CH3:36])([CH3:38])[CH3:37])[CH:24]=5)=[O:21])=[CH:11][CH:10]=4)[CH:5]=[CH:4][N:3]=3)=[CH:48][CH:47]=2)[CH2:43][NH:44]1, predict the reactants needed to synthesize it. The reactants are: Cl[C:2]1[N:7]=[C:6]([O:8][C:9]2[C:18]3[C:13](=[CH:14][CH:15]=[CH:16][CH:17]=3)[C:12]([NH:19][C:20]([NH:22][C:23]3[N:27]([C:28]4[CH:33]=[CH:32][C:31]([CH3:34])=[CH:30][CH:29]=4)[N:26]=[C:25]([Si:35]([CH3:38])([CH3:37])[CH3:36])[CH:24]=3)=[O:21])=[CH:11][CH:10]=2)[CH:5]=[CH:4][N:3]=1.[NH2:39][C:40]1[CH:41]=[C:42]2[C:46](=[CH:47][CH:48]=1)[C:45](=[O:49])[NH:44][CH2:43]2. (2) Given the product [NH2:1][C:2]1[C:11]2[C:6](=[CH:7][C:8]([O:14][CH3:15])=[C:9]([O:12][CH3:13])[CH:10]=2)[N:5]=[C:4]([N:28]2[CH2:29][CH2:30][N:25]([C:23]([CH:18]3[CH2:19][CH2:20][CH2:21][CH2:22]3)=[O:24])[CH2:26][CH2:27]2)[N:3]=1, predict the reactants needed to synthesize it. The reactants are: [NH2:1][C:2]1[C:11]2[C:6](=[CH:7][C:8]([O:14][CH3:15])=[C:9]([O:12][CH3:13])[CH:10]=2)[N:5]=[C:4](SC)[N:3]=1.[CH:18]1([C:23]([N:25]2[CH2:30][CH2:29][NH:28][CH2:27][CH2:26]2)=[O:24])[CH2:22][CH2:21][CH2:20][CH2:19]1. (3) Given the product [NH2:22][C:21]1[C:16]([N:11]([CH2:4][C:5]2[CH:6]=[CH:7][CH:8]=[CH:9][CH:10]=2)[CH2:12][C@H:13]([OH:15])[CH3:14])=[N:17][C:18]([Br:25])=[CH:19][CH:20]=1, predict the reactants needed to synthesize it. The reactants are: [Cl-].[NH4+].O.[CH2:4]([N:11]([C:16]1[C:21]([N+:22]([O-])=O)=[CH:20][CH:19]=[C:18]([Br:25])[N:17]=1)[CH2:12][C@H:13]([OH:15])[CH3:14])[C:5]1[CH:10]=[CH:9][CH:8]=[CH:7][CH:6]=1. (4) Given the product [C:28]([C:27]1[C:23]([NH:22][C:19]2[CH:18]=[CH:17][C:16]([S:13]([CH3:12])(=[O:14])=[O:15])=[CH:21][CH:20]=2)=[N:24][N:25]([C:34]2([CH2:33][C:31]#[N:32])[CH2:35][CH2:36][N:37]([C:40]([O:42][C:43]([CH3:44])([CH3:45])[CH3:46])=[O:41])[CH2:38][CH2:39]2)[CH:26]=1)(=[O:29])[NH2:30], predict the reactants needed to synthesize it. The reactants are: C1CCN2C(=NCCC2)CC1.[CH3:12][S:13]([C:16]1[CH:21]=[CH:20][C:19]([NH:22][C:23]2[C:27]([C:28]([NH2:30])=[O:29])=[CH:26][NH:25][N:24]=2)=[CH:18][CH:17]=1)(=[O:15])=[O:14].[C:31]([CH:33]=[C:34]1[CH2:39][CH2:38][N:37]([C:40]([O:42][C:43]([CH3:46])([CH3:45])[CH3:44])=[O:41])[CH2:36][CH2:35]1)#[N:32].O. (5) Given the product [Cl:8][C:6]1[N:5]=[C:4]([NH2:9])[N:3]=[C:2]([NH:19][CH:10]2[C:18]3[C:13](=[CH:14][CH:15]=[CH:16][CH:17]=3)[CH2:12][CH2:11]2)[CH:7]=1, predict the reactants needed to synthesize it. The reactants are: Cl[C:2]1[CH:7]=[C:6]([Cl:8])[N:5]=[C:4]([NH2:9])[N:3]=1.[CH:10]1([NH2:19])[C:18]2[C:13](=[CH:14][CH:15]=[CH:16][CH:17]=2)[CH2:12][CH2:11]1.C(N(CC)CC)C. (6) The reactants are: [CH2:1]([C:5]1[CH:10]=[CH:9][C:8]([C:11]2[O:15][N:14]=[C:13]([C:16]3[CH:21]=[CH:20][C:19]([C@H:22]([NH:24][C@H:25]4[CH2:28][C@H:27]([C:29]([O:31]CC)=[O:30])[CH2:26]4)[CH3:23])=[CH:18][CH:17]=3)[N:12]=2)=[CH:7][CH:6]=1)[CH:2]([CH3:4])[CH3:3].CO.O.O.[OH-].[Li+]. Given the product [CH2:1]([C:5]1[CH:10]=[CH:9][C:8]([C:11]2[O:15][N:14]=[C:13]([C:16]3[CH:21]=[CH:20][C:19]([C@H:22]([NH:24][C@H:25]4[CH2:28][C@H:27]([C:29]([OH:31])=[O:30])[CH2:26]4)[CH3:23])=[CH:18][CH:17]=3)[N:12]=2)=[CH:7][CH:6]=1)[CH:2]([CH3:4])[CH3:3], predict the reactants needed to synthesize it. (7) The reactants are: [OH:1][P:2]([O-:5])([OH:4])=[O:3].[K+].C(O)(=O)CC(CC(O)=O)(C(O)=O)O.[O:20]=[CH:21][C@@H:22]([C@H:24]([C@@H:26]([C@@H:28]([CH2:30]O)[OH:29])[OH:27])[OH:25])O.[NH4+].[OH-].C(O)C([NH2:40])(CO)CO.[Na+].[Cl-]. Given the product [P:2]([O:5][CH2:30][C@H:28]1[O:29][CH:21]([OH:20])[C@H:22]([NH2:40])[C@@H:24]([OH:25])[C@@H:26]1[OH:27])([OH:4])([OH:1])=[O:3], predict the reactants needed to synthesize it. (8) Given the product [OH:40][C:44]1[CH:43]=[CH:42][C:41]([CH:45]=[CH:46][N:10]2[CH:9]=[CH:8][S:7][CH:6]2[NH:5][C:2](=[O:4])[CH3:3])=[CH:39][CH:32]=1, predict the reactants needed to synthesize it. The reactants are: [Cl-].[C:2]([NH:5][C:6]1[S:7][CH:8]=[C:9](C[P+](C2C=CC=CC=2)(C2C=CC=CC=2)C2C=CC=CC=2)[N:10]=1)(=[O:4])[CH3:3].O[C:32]1C=C(C=C[CH:39]=1)C=O.[O:40]1[CH2:44][CH2:43][CH2:42][CH2:41]1.[CH3:45][C:46](C)([O-])C.[K+].O.